From a dataset of Forward reaction prediction with 1.9M reactions from USPTO patents (1976-2016). Predict the product of the given reaction. (1) Given the reactants [NH2:1][C:2]1[N:3]([CH3:20])[C:4](=[O:19])[C:5]2([N:18]=1)[C:14]1[N:13]=[C:12](Br)[CH:11]=[CH:10][C:9]=1[CH2:8][C:7]([CH3:17])([CH3:16])[CH2:6]2.[Cl:21][C:22]1[CH:23]=[C:24](B(O)O)[CH:25]=[CH:26][CH:27]=1.C([O-])([O-])=O.[Na+].[Na+], predict the reaction product. The product is: [NH2:1][C:2]1[N:3]([CH3:20])[C:4](=[O:19])[C:5]2([N:18]=1)[C:14]1[N:13]=[C:12]([C:26]3[CH:25]=[CH:24][CH:23]=[C:22]([Cl:21])[CH:27]=3)[CH:11]=[CH:10][C:9]=1[CH2:8][C:7]([CH3:17])([CH3:16])[CH2:6]2. (2) Given the reactants [CH3:1][O:2][C:3]1[CH:4]=[C:5]2[C:10](=[CH:11][C:12]=1[O:13][CH3:14])[N:9]=[CH:8][CH:7]=[C:6]2[O:15][C:16]1[CH:17]=[C:18]2[C:23](=[CH:24][CH:25]=1)[C:22]([C:26](Cl)=[O:27])=[CH:21][CH:20]=[CH:19]2.[F:29][C@H:30]1[CH2:32][C@H:31]1[NH2:33], predict the reaction product. The product is: [CH3:1][O:2][C:3]1[CH:4]=[C:5]2[C:10](=[CH:11][C:12]=1[O:13][CH3:14])[N:9]=[CH:8][CH:7]=[C:6]2[O:15][C:16]1[CH:17]=[C:18]2[C:23](=[CH:24][CH:25]=1)[C:22]([C:26]([NH:33][C@@H:31]1[CH2:32][C@@H:30]1[F:29])=[O:27])=[CH:21][CH:20]=[CH:19]2. (3) Given the reactants Cl.[NH:2]1[CH2:8][CH2:7][CH2:6][C:5](=[O:9])[CH2:4][CH2:3]1.[CH3:10][C:11]([O:14][C:15](O[C:15]([O:14][C:11]([CH3:13])([CH3:12])[CH3:10])=[O:16])=[O:16])([CH3:13])[CH3:12], predict the reaction product. The product is: [O:9]=[C:5]1[CH2:6][CH2:7][CH2:8][N:2]([C:15]([O:14][C:11]([CH3:13])([CH3:12])[CH3:10])=[O:16])[CH2:3][CH2:4]1. (4) Given the reactants [NH2:1][C:2]1[CH:7]=[CH:6][C:5]([O:8][CH2:9][C:10]#[CH:11])=[CH:4][C:3]=1[C:12]([C:14]1[CH:19]=[CH:18][C:17]([CH:20]([CH3:22])[CH3:21])=[CH:16][CH:15]=1)=[O:13].[OH:23][CH2:24][CH2:25][O:26][C:27]1[CH:34]=[CH:33][CH:32]=[CH:31][C:28]=1[CH:29]=O.C(O[BH-](OC(=O)C)OC(=O)C)(=O)C.[Na+], predict the reaction product. The product is: [OH:23][CH2:24][CH2:25][O:26][C:27]1[CH:34]=[CH:33][CH:32]=[CH:31][C:28]=1[CH2:29][NH:1][C:2]1[CH:7]=[CH:6][C:5]([O:8][CH2:9][C:10]#[CH:11])=[CH:4][C:3]=1[C:12]([C:14]1[CH:15]=[CH:16][C:17]([CH:20]([CH3:22])[CH3:21])=[CH:18][CH:19]=1)=[O:13]. (5) The product is: [F:23][C:2]1([F:1])[O:6][C:5]2[CH:7]=[CH:8][C:9]([N:11]3[CH:15]=[C:14]([CH3:16])[S:13]/[C:12]/3=[N:17]\[C:18](=[O:22])[O:19][CH2:20][CH3:21])=[CH:10][C:4]=2[O:3]1. Given the reactants [F:1][C:2]1([F:23])[O:6][C:5]2[CH:7]=[CH:8][C:9]([N:11]3[CH2:15][C:14](=[CH2:16])[S:13]/[C:12]/3=[N:17]\[C:18](=[O:22])[O:19][CH2:20][CH3:21])=[CH:10][C:4]=2[O:3]1.C[O-].[Na+], predict the reaction product. (6) Given the reactants [C:1]([OH:12])(=[O:11])/[CH:2]=[CH:3]/[CH2:4][CH2:5][CH2:6][CH2:7][CH2:8][CH2:9][CH3:10].[CH3:13][N:14]([CH3:22])[CH2:15][CH2:16][CH2:17][CH2:18][CH2:19][CH2:20]O, predict the reaction product. The product is: [C:1]([O:12][CH2:20][CH2:19][CH2:18][CH2:17][CH2:16][CH2:15][N:14]([CH3:22])[CH3:13])(=[O:11])/[CH:2]=[CH:3]/[CH2:4][CH2:5][CH2:6][CH2:7][CH2:8][CH2:9][CH3:10]. (7) Given the reactants [C:1]([Si:5]([CH3:8])([CH3:7])Cl)([CH3:4])([CH3:3])[CH3:2].[CH2:9]([OH:13])[C@H:10]([OH:12])[CH3:11].N1C=CN=C1, predict the reaction product. The product is: [O:13]([CH2:9][C@H:10]([OH:12])[CH3:11])[Si:5]([C:1]([CH3:4])([CH3:3])[CH3:2])([CH3:8])[CH3:7]. (8) Given the reactants [N:1]1[C:10]2[C:5](=[CH:6][CH:7]=[CH:8][CH:9]=2)[C:4]([C:11]2[N:12]=[C:13]([SH:16])[S:14][CH:15]=2)=[CH:3][CH:2]=1.F[B-](F)(F)F.[CH3:22][C:23]1[CH:28]=[CH:27][C:26]([N+:29]([O-:31])=[O:30])=[CH:25][C:24]=1[N+]#N.[H-].[Na+], predict the reaction product. The product is: [CH3:22][C:23]1[CH:28]=[CH:27][C:26]([N+:29]([O-:31])=[O:30])=[CH:25][C:24]=1[S:16][C:13]1[S:14][CH:15]=[C:11]([C:4]2[C:5]3[C:10](=[CH:9][CH:8]=[CH:7][CH:6]=3)[N:1]=[CH:2][CH:3]=2)[N:12]=1.